Dataset: Full USPTO retrosynthesis dataset with 1.9M reactions from patents (1976-2016). Task: Predict the reactants needed to synthesize the given product. (1) Given the product [Cl:13][C:10]1[CH:11]=[C:12]2[CH:4]([NH2:3])[CH2:5][O:6][C:7]2=[CH:8][N:9]=1, predict the reactants needed to synthesize it. The reactants are: CO[N:3]=[C:4]1[C:12]2[C:7](=[CH:8][N:9]=[C:10]([Cl:13])[CH:11]=2)[O:6][CH2:5]1.B. (2) Given the product [CH3:20][N:18]1[CH:19]=[C:15]([C:12]2[CH:13]=[CH:14][C:9]([C@@H:7]3[CH2:8][C@H:6]3[NH:5][CH2:21][CH:22]3[CH2:23][CH2:24][N:25]([CH2:28][C:29]4[CH:30]=[CH:31][C:32]([C:33]([OH:35])=[O:34])=[CH:37][CH:38]=4)[CH2:26][CH2:27]3)=[CH:10][CH:11]=2)[CH:16]=[N:17]1, predict the reactants needed to synthesize it. The reactants are: FC(F)(F)C([N:5]([CH2:21][CH:22]1[CH2:27][CH2:26][N:25]([CH2:28][C:29]2[CH:38]=[CH:37][C:32]([C:33]([O:35]C)=[O:34])=[CH:31][CH:30]=2)[CH2:24][CH2:23]1)[C@@H:6]1[CH2:8][C@H:7]1[C:9]1[CH:14]=[CH:13][C:12]([C:15]2[CH:16]=[N:17][N:18]([CH3:20])[CH:19]=2)=[CH:11][CH:10]=1)=O.[OH-].[Na+]. (3) Given the product [CH:25]1([NH:28][C:21]([C:17]2[S:16][C:15]([CH2:14][CH2:13][C:12]3[C:8]([C:5]4[CH:4]=[CH:3][C:2]([F:1])=[CH:7][N:6]=4)=[N:9][O:10][C:11]=3[CH3:24])=[N:19][C:18]=2[CH3:20])=[O:23])[CH2:27][CH2:26]1, predict the reactants needed to synthesize it. The reactants are: [F:1][C:2]1[CH:3]=[CH:4][C:5]([C:8]2[C:12]([CH2:13][CH2:14][C:15]3[S:16][C:17]([C:21]([OH:23])=O)=[C:18]([CH3:20])[N:19]=3)=[C:11]([CH3:24])[O:10][N:9]=2)=[N:6][CH:7]=1.[CH:25]1([NH2:28])[CH2:27][CH2:26]1. (4) Given the product [Cl:23][C:24]1[C:32]2[C:27](=[CH:28][C:29]([F:35])=[C:30]([CH2:61][NH:62][C:16](=[O:18])[C:15]3[CH:19]=[CH:20][N:21]=[C:13]([CH2:12][C:8]4[CH:9]=[C:10]5[C:5](=[C:6]([C:36]#[N:37])[CH:7]=4)[N:4]=[CH:3][C:2]([Cl:1])=[CH:11]5)[CH:14]=3)[CH:31]=2)[NH:26][CH:25]=1, predict the reactants needed to synthesize it. The reactants are: [Cl:1][C:2]1[CH:3]=[N:4][C:5]2[C:10]([CH:11]=1)=[CH:9][C:8]([CH2:12][C:13]1[CH:14]=[C:15]([CH:19]=[CH:20][N:21]=1)[C:16]([OH:18])=O)=[CH:7][CH:6]=2.Cl.[Cl:23][C:24]1[C:32]2[C:27](=[CH:28][C:29]([F:35])=[C:30](NC)[CH:31]=2)[NH:26][CH:25]=1.[CH3:36][N:37](C(ON1N=NC2C=CC=NC1=2)=[N+](C)C)C.F[P-](F)(F)(F)(F)F.C[CH2:61][N:62](CC)CC.